From a dataset of NCI-60 drug combinations with 297,098 pairs across 59 cell lines. Regression. Given two drug SMILES strings and cell line genomic features, predict the synergy score measuring deviation from expected non-interaction effect. (1) Drug 1: C1CCC(C1)C(CC#N)N2C=C(C=N2)C3=C4C=CNC4=NC=N3. Drug 2: CC12CCC(CC1=CCC3C2CCC4(C3CC=C4C5=CN=CC=C5)C)O. Cell line: HOP-62. Synergy scores: CSS=5.20, Synergy_ZIP=0.448, Synergy_Bliss=5.68, Synergy_Loewe=2.92, Synergy_HSA=2.79. (2) Drug 1: C1=CC(=CC=C1CC(C(=O)O)N)N(CCCl)CCCl.Cl. Drug 2: CC1=C(C=C(C=C1)NC(=O)C2=CC=C(C=C2)CN3CCN(CC3)C)NC4=NC=CC(=N4)C5=CN=CC=C5. Cell line: U251. Synergy scores: CSS=24.0, Synergy_ZIP=-7.09, Synergy_Bliss=-2.58, Synergy_Loewe=-8.69, Synergy_HSA=-2.76.